From a dataset of Forward reaction prediction with 1.9M reactions from USPTO patents (1976-2016). Predict the product of the given reaction. (1) Given the reactants [N:1]([O-])=O.[Na+].[NH2:5][C:6]1[C:7]([OH:21])=[C:8]([C:12]2[CH:17]=[CH:16][CH:15]=[C:14]([C:18]([OH:20])=[O:19])[CH:13]=2)[CH:9]=[CH:10][CH:11]=1.[CH3:22][C:23]1[NH:24][N:25]([C:29]2[N:34]=[C:33]([C:35]([F:38])([F:37])[F:36])[CH:32]=[CH:31][N:30]=2)[C:26](=[O:28])[CH:27]=1.C(=O)([O-])O.[Na+], predict the reaction product. The product is: [CH3:22][C:23]1[C:27](=[N:1][NH:5][C:6]2[C:7]([OH:21])=[C:8]([C:12]3[CH:17]=[CH:16][CH:15]=[C:14]([C:18]([OH:20])=[O:19])[CH:13]=3)[CH:9]=[CH:10][CH:11]=2)[C:26](=[O:28])[N:25]([C:29]2[N:34]=[C:33]([C:35]([F:38])([F:36])[F:37])[CH:32]=[CH:31][N:30]=2)[N:24]=1. (2) Given the reactants [H-].[Na+].[F:3][C:4]([F:9])([F:8])[CH2:5][CH2:6][OH:7].I[C:11]1[S:12][CH:13]=[CH:14][CH:15]=1, predict the reaction product. The product is: [F:3][C:4]([F:9])([F:8])[CH2:5][CH2:6][O:7][C:11]1[S:12][CH:13]=[CH:14][CH:15]=1. (3) Given the reactants [Cl:1][C:2]1[CH:3]=[C:4]([CH:25]=[CH:26][C:27]=1[O:28][CH3:29])[CH2:5][NH:6][C:7]1[C:8]2[N:20]([CH3:21])[N:19]=[C:18]([CH2:22][CH2:23][CH3:24])[C:9]=2[N:10]=[C:11]([CH2:13][CH2:14][C:15](O)=[O:16])[N:12]=1.S(Cl)([Cl:32])=O, predict the reaction product. The product is: [Cl:1][C:2]1[CH:3]=[C:4]([CH:25]=[CH:26][C:27]=1[O:28][CH3:29])[CH2:5][NH:6][C:7]1[C:8]2[N:20]([CH3:21])[N:19]=[C:18]([CH2:22][CH2:23][CH3:24])[C:9]=2[N:10]=[C:11]([CH2:13][CH2:14][C:15]([Cl:32])=[O:16])[N:12]=1. (4) Given the reactants [Br:1][C:2]1[CH:11]=[CH:10][C:5]([O:6][CH2:7][CH2:8][NH2:9])=[CH:4][CH:3]=1.C(N(CC)CC)C.[C:19](OC(=O)C)(=[O:21])[CH3:20], predict the reaction product. The product is: [Br:1][C:2]1[CH:11]=[CH:10][C:5]([O:6][CH2:7][CH2:8][NH:9][C:19](=[O:21])[CH3:20])=[CH:4][CH:3]=1. (5) Given the reactants [C:1]([O:5][C:6](=[O:17])[CH2:7]/[N:8]=[CH:9]/[CH2:10][C:11]([CH:14]1CC1)([CH3:13])[CH3:12])([CH3:4])([CH3:3])[CH3:2].[Cl:18][C:19]1[C:20]([F:37])=[C:21](/[CH:25]=[C:26](/[C:29]2[CH:34]=[CH:33][C:32](Cl)=[C:31](C)[CH:30]=2)\[C:27]#[N:28])[CH:22]=[CH:23][CH:24]=1.C(N(CC)CC)C.Cl[CH2:46][Cl:47], predict the reaction product. The product is: [C:1]([O:5][C:6]([CH:7]1[CH:25]([C:21]2[CH:22]=[CH:23][CH:24]=[C:19]([Cl:18])[C:20]=2[F:37])[C:26]([C:29]2[CH:30]=[CH:31][C:46]([Cl:47])=[C:33]([CH3:32])[CH:34]=2)([C:27]#[N:28])[CH:9]([CH2:10][C:11]([CH3:14])([CH3:13])[CH3:12])[NH:8]1)=[O:17])([CH3:4])([CH3:3])[CH3:2].